Dataset: Full USPTO retrosynthesis dataset with 1.9M reactions from patents (1976-2016). Task: Predict the reactants needed to synthesize the given product. (1) Given the product [C:16]([C:3]1[C:2]([I:18])=[CH:11][C:6]([C:7]([O:9][CH3:10])=[O:8])=[C:5]([C:12]([F:15])([F:14])[F:13])[CH:4]=1)#[N:17], predict the reactants needed to synthesize it. The reactants are: N[C:2]1[C:3]([C:16]#[N:17])=[CH:4][C:5]([C:12]([F:15])([F:14])[F:13])=[C:6]([CH:11]=1)[C:7]([O:9][CH3:10])=[O:8].[I:18]CI.N(OCCC(C)C)=O. (2) Given the product [CH3:10][O:11][C:12](=[O:44])[C@H:13]([CH2:40][CH2:41][S:42][CH3:43])[NH:14][C:15](=[O:39])[C:16]1[CH:21]=[CH:20][C:19](=[CH:45][O:1][C:2]2[CH:3]=[N:4][CH:5]=[CH:6][CH:7]=2)[CH2:18][C:17]=1[C:33]1[CH:38]=[CH:37][CH:36]=[CH:35][CH:34]=1, predict the reactants needed to synthesize it. The reactants are: [OH:1][C:2]1[CH:3]=[N:4][CH:5]=[CH:6][CH:7]=1.[H-].[Na+].[CH3:10][O:11][C:12](=[O:44])[C@H:13]([CH2:40][CH2:41][S:42][CH3:43])[NH:14][C:15](=[O:39])[C:16]1[CH:21]=[CH:20][C:19](OS(C2C=CC(C)=CC=2)(=O)=O)=[CH:18][C:17]=1[C:33]1[CH:38]=[CH:37][CH:36]=[CH:35][CH:34]=1.[CH3:45]S(C)=O. (3) Given the product [NH2:22][C:23]1[N:28]=[C:27]([C:9]2[CH:8]=[CH:7][C:6]([O:5][CH:4]([F:3])[F:21])=[CH:11][CH:10]=2)[N:26]=[C:25]([C:30]([O:32][CH3:33])=[O:31])[C:24]=1[O:34][CH3:35], predict the reactants needed to synthesize it. The reactants are: [F-].[K+].[F:3][CH:4]([F:21])[O:5][C:6]1[CH:11]=[CH:10][C:9](B2OC(C)(C)C(C)(C)O2)=[CH:8][CH:7]=1.[NH2:22][C:23]1[N:28]=[C:27](Cl)[N:26]=[C:25]([C:30]([O:32][CH3:33])=[O:31])[C:24]=1[O:34][CH3:35].P(C1C=C(S([O-])(=O)=O)C=CC=1)(C1C=C(S([O-])(=O)=O)C=CC=1)C1C=C(S([O-])(=O)=O)C=CC=1. (4) Given the product [Br:1][C:2]1[CH:7]=[CH:6][C:5]([C:8]2([C:11]3[N:28]4[CH2:29][CH2:30][S:31][C@:25]([CH2:24][O:23][Si:16]([C:19]([CH3:22])([CH3:21])[CH3:20])([CH3:18])[CH3:17])([CH3:34])[CH2:26][C:27]4=[N:14][N:13]=3)[CH2:10][CH2:9]2)=[C:4]([F:15])[CH:3]=1, predict the reactants needed to synthesize it. The reactants are: [Br:1][C:2]1[CH:7]=[CH:6][C:5]([C:8]2([C:11]([NH:13][NH2:14])=O)[CH2:10][CH2:9]2)=[C:4]([F:15])[CH:3]=1.[Si:16]([O:23][CH2:24][C@:25]1([CH3:34])[S:31][CH2:30][CH2:29][N:28]=[C:27](SC)[CH2:26]1)([C:19]([CH3:22])([CH3:21])[CH3:20])([CH3:18])[CH3:17]. (5) Given the product [Cl:7][C:6]1[C:5](=[O:8])[N:4]([CH2:9][CH3:10])[C:3](=[O:11])[C:2]=1[NH:12][C:13]1[CH:18]=[CH:17][CH:16]=[CH:15][C:14]=1[OH:19], predict the reactants needed to synthesize it. The reactants are: Cl[C:2]1[C:3](=[O:11])[N:4]([CH2:9][CH3:10])[C:5](=[O:8])[C:6]=1[Cl:7].[NH2:12][C:13]1[CH:18]=[CH:17][CH:16]=[CH:15][C:14]=1[OH:19].